Dataset: Forward reaction prediction with 1.9M reactions from USPTO patents (1976-2016). Task: Predict the product of the given reaction. (1) Given the reactants N1CCCCC1.[C:7]([O:15][CH2:16][CH3:17])(=[O:14])[CH2:8][C:9]([O:11][CH2:12][CH3:13])=[O:10].CO[CH2:20][O:21][C:22]1[CH:29]=[CH:28][C:25]([CH:26]=O)=[CH:24][CH:23]=1.C(OCC)(=O)C, predict the reaction product. The product is: [CH3:20][O:21][C:22]1[CH:29]=[CH:28][C:25]([CH:26]=[C:8]([C:9]([O:11][CH2:12][CH3:13])=[O:10])[C:7]([O:15][CH2:16][CH3:17])=[O:14])=[CH:24][CH:23]=1. (2) Given the reactants Br[C:2]1[C:8]([CH3:9])=[C:7]([CH3:10])[CH:6]=[C:4]([CH3:5])[C:3]=1[CH3:11].C([Li])CCC.[B:17](OC)([O:20]C)[O:18]C.C1([Li])C(C)=C(C)C=C(C)C=1C, predict the reaction product. The product is: [C:2]1([B:17]([OH:20])[OH:18])[C:8]([CH3:9])=[C:7]([CH3:10])[CH:6]=[C:4]([CH3:5])[C:3]=1[CH3:11]. (3) Given the reactants CCN(C(C)C)C(C)C.[F:10][C:11]([F:35])([F:34])[C:12]1[N:16]2[N:17]=[C:18]([N:21]3[CH2:26][CH2:25][CH:24]([C:27]4[CH:28]=[C:29]([CH:31]=[CH:32][CH:33]=4)[NH2:30])[CH2:23][CH2:22]3)[CH:19]=[CH:20][C:15]2=[N:14][N:13]=1.[C:36](O)(=[O:38])[CH3:37].CN(C(ON1N=NC2C=CC=NC1=2)=[N+](C)C)C.F[P-](F)(F)(F)(F)F, predict the reaction product. The product is: [F:35][C:11]([F:10])([F:34])[C:12]1[N:16]2[N:17]=[C:18]([N:21]3[CH2:26][CH2:25][CH:24]([C:27]4[CH:28]=[C:29]([NH:30][C:36](=[O:38])[CH3:37])[CH:31]=[CH:32][CH:33]=4)[CH2:23][CH2:22]3)[CH:19]=[CH:20][C:15]2=[N:14][N:13]=1.